This data is from Forward reaction prediction with 1.9M reactions from USPTO patents (1976-2016). The task is: Predict the product of the given reaction. Given the reactants [Cl:1][C:2]1[CH:7]=[CH:6][C:5]([C@H:8]2[CH2:17][CH2:16][N:15]3[C:10]([NH:11][N:12]=[C:13]([CH2:19][NH:20][C:21]([C:23]4([CH3:26])[CH2:25][CH2:24]4)=O)[C:14]3=[O:18])=[N:9]2)=[CH:4][CH:3]=1.P([O-])([O-])([O-])=O.[K+].[K+].[K+].C(=O)(O)[O-].[Na+], predict the reaction product. The product is: [Cl:1][C:2]1[CH:7]=[CH:6][C:5]([C@H:8]2[CH2:17][CH2:16][N:15]3[C:10](=[N:11][N:12]4[C:21]([C:23]5([CH3:26])[CH2:25][CH2:24]5)=[N:20][CH:19]=[C:13]4[C:14]3=[O:18])[NH:9]2)=[CH:4][CH:3]=1.